Dataset: Catalyst prediction with 721,799 reactions and 888 catalyst types from USPTO. Task: Predict which catalyst facilitates the given reaction. (1) Reactant: [NH2:1][C:2]1[C:11]([C:12]2[CH:17]=[CH:16][C:15]([C:18]([O:20][CH:21]([CH3:23])[CH3:22])=[O:19])=[CH:14][CH:13]=2)=[N:10][C:9]([Br:24])=[CH:8][C:3]=1[C:4]([O:6][CH3:7])=[O:5].N([O-])=O.[Na+].[N-:29]=[N+:30]=[N-].[Na+].CCOCC. Product: [N:1]([C:2]1[C:11]([C:12]2[CH:17]=[CH:16][C:15]([C:18]([O:20][CH:21]([CH3:22])[CH3:23])=[O:19])=[CH:14][CH:13]=2)=[N:10][C:9]([Br:24])=[CH:8][C:3]=1[C:4]([O:6][CH3:7])=[O:5])=[N+:29]=[N-:30]. The catalyst class is: 67. (2) Reactant: [F:1][C:2]1[CH:3]=[C:4]([CH:16]=[CH:17][CH:18]=1)[CH2:5][O:6][C:7]1[CH:15]=[CH:14][C:10]([CH:11]=[N:12][OH:13])=[CH:9][CH:8]=1.ClN1C(=O)CCC1=O.[C:27]([O:31][CH2:32][CH3:33])(=[O:30])[C:28]#[CH:29].C(N(CC)CC)C. Product: [CH2:32]([O:31][C:27]([C:28]1[O:13][N:12]=[C:11]([C:10]2[CH:14]=[CH:15][C:7]([O:6][CH2:5][C:4]3[CH:16]=[CH:17][CH:18]=[C:2]([F:1])[CH:3]=3)=[CH:8][CH:9]=2)[CH:29]=1)=[O:30])[CH3:33]. The catalyst class is: 215.